Dataset: Catalyst prediction with 721,799 reactions and 888 catalyst types from USPTO. Task: Predict which catalyst facilitates the given reaction. (1) Reactant: [CH2:1]([O:8][CH2:9][C:10]1([CH2:14][OH:15])[CH2:13][CH2:12][CH2:11]1)[C:2]1[CH:7]=[CH:6][CH:5]=[CH:4][CH:3]=1.C(N(CC)CC)C.[CH3:23][S:24](Cl)(=[O:26])=[O:25].[Cl-].[Na+]. Product: [CH3:23][S:24]([O:15][CH2:14][C:10]1([CH2:9][O:8][CH2:1][C:2]2[CH:7]=[CH:6][CH:5]=[CH:4][CH:3]=2)[CH2:11][CH2:12][CH2:13]1)(=[O:26])=[O:25]. The catalyst class is: 4. (2) Reactant: [CH2:1]([C@H:3]1[N:12]([CH:13]([CH3:15])[CH3:14])[C:11]2[N:10]=[C:9]([NH:16][C:17]3[CH:18]=[CH:19][C:20]([C:26](O)=[O:27])=[C:21]4[C:25]=3[O:24][CH2:23][CH2:22]4)[N:8]=[CH:7][C:6]=2[N:5]([CH3:29])[C:4]1=[O:30])[CH3:2].F[B-](F)(F)F.N1(OC(N(C)C)=[N+](C)C)C2C=CC=CC=2N=N1.C(N(C(C)C)CC)(C)C.[NH2:62][CH2:63][C@@H:64]([OH:73])[CH2:65][N:66]1[CH2:71][CH2:70][N:69]([CH3:72])[CH2:68][CH2:67]1.C(=O)([O-])[O-].[Na+].[Na+]. Product: [CH2:1]([C@H:3]1[N:12]([CH:13]([CH3:14])[CH3:15])[C:11]2[N:10]=[C:9]([NH:16][C:17]3[CH:18]=[CH:19][C:20]([C:26]([NH:62][CH2:63][C@@H:64]([OH:73])[CH2:65][N:66]4[CH2:67][CH2:68][N:69]([CH3:72])[CH2:70][CH2:71]4)=[O:27])=[C:21]4[C:25]=3[O:24][CH2:23][CH2:22]4)[N:8]=[CH:7][C:6]=2[N:5]([CH3:29])[C:4]1=[O:30])[CH3:2]. The catalyst class is: 4. (3) Reactant: [F:1][C:2]1[CH:3]=[C:4]([C:13]2[C:18]([Cl:19])=[CH:17][CH:16]=[CH:15][C:14]=2[Cl:20])[C:5]2[O:9][CH:8]([CH2:10][OH:11])[S:7][C:6]=2[CH:12]=1.[C:21]1([CH3:31])[CH:26]=[CH:25][C:24]([S:27](Cl)(=[O:29])=[O:28])=[CH:23][CH:22]=1. Product: [F:1][C:2]1[CH:3]=[C:4]([C:13]2[C:14]([Cl:20])=[CH:15][CH:16]=[CH:17][C:18]=2[Cl:19])[C:5]2[O:9][CH:8]([CH2:10][O:11][S:27]([C:24]3[CH:25]=[CH:26][C:21]([CH3:31])=[CH:22][CH:23]=3)(=[O:29])=[O:28])[S:7][C:6]=2[CH:12]=1. The catalyst class is: 2. (4) Reactant: [Cl:1][C:2]1[CH:10]=[CH:9][C:5]([C:6]([OH:8])=O)=[CH:4][C:3]=1[O:11][CH:12]([CH3:14])[CH3:13].C1N=CN(C(N2C=NC=C2)=O)C=1.[CH2:27]([O:29][C:30](=[O:35])[CH2:31]C(O)=O)[CH3:28].CCN(CC)CC.[Mg+2].[Cl-].[Cl-].[K]. Product: [Cl:1][C:2]1[CH:10]=[CH:9][C:5]([C:6](=[O:8])[CH2:31][C:30]([O:29][CH2:27][CH3:28])=[O:35])=[CH:4][C:3]=1[O:11][CH:12]([CH3:14])[CH3:13]. The catalyst class is: 841.